Dataset: Full USPTO retrosynthesis dataset with 1.9M reactions from patents (1976-2016). Task: Predict the reactants needed to synthesize the given product. (1) Given the product [C:25]1([NH:24][C:2]2[CH:16]=[CH:15][C:5]3[C:6](=[O:14])[NH:7][C:8]4[C:13]([C:4]=3[CH:3]=2)=[CH:12][CH:11]=[CH:10][N:9]=4)[CH:30]=[CH:29][CH:28]=[CH:27][CH:26]=1, predict the reactants needed to synthesize it. The reactants are: Cl[C:2]1[CH:16]=[CH:15][C:5]2[C:6](=[O:14])[NH:7][C:8]3[C:13]([C:4]=2[CH:3]=1)=[CH:12][CH:11]=[CH:10][N:9]=3.C([NH2:24])C1C=CC=CC=1.[CH:25]1(P([CH:25]2[CH2:30][CH2:29][CH2:28][CH2:27][CH2:26]2)C2C=CC=CC=2C2C(C(C)C)=CC(C(C)C)=CC=2C(C)C)[CH2:30][CH2:29][CH2:28][CH2:27][CH2:26]1.CC(C)([O-])C.[Na+]. (2) The reactants are: [CH3:1][N:2]([CH3:19])[C:3](/[CH:5]=[CH:6]/[C:7]1[CH:8]=[C:9](/[CH:12]=[CH:13]/[C:14]([O:16][CH2:17][CH3:18])=[O:15])[NH:10][CH:11]=1)=[O:4]. Given the product [CH3:19][N:2]([CH3:1])[C:3]([CH2:5][CH2:6][C:7]1[CH:8]=[C:9]([CH2:12][CH2:13][C:14]([O:16][CH2:17][CH3:18])=[O:15])[NH:10][CH:11]=1)=[O:4], predict the reactants needed to synthesize it. (3) The reactants are: [F:1][C:2]([F:13])([F:12])[O:3][C:4]1[CH:11]=[CH:10][CH:9]=[CH:8][C:5]=1[CH2:6]Br.[OH:14][C:15]1[CH:19]=[C:18]([N:20]2[C:24]3[CH:25]=[N:26][CH:27]=[CH:28][C:23]=3[N:22]=[CH:21]2)[S:17][C:16]=1[C:29]([O:31][CH3:32])=[O:30].C(=O)([O-])[O-].[K+].[K+]. Given the product [N:22]1[C:23]2[CH:28]=[CH:27][N:26]=[CH:25][C:24]=2[N:20]([C:18]2[S:17][C:16]([C:29]([O:31][CH3:32])=[O:30])=[C:15]([O:14][CH2:6][C:5]3[CH:8]=[CH:9][CH:10]=[CH:11][C:4]=3[O:3][C:2]([F:13])([F:12])[F:1])[CH:19]=2)[CH:21]=1, predict the reactants needed to synthesize it. (4) The reactants are: [CH2:1]([C:3]1[CH:26]=[CH:25][CH:24]=[C:23]([CH3:27])[C:4]=1[CH2:5][NH:6][C:7]1[C:15]2[N:14]=[C:13]([CH3:16])[N:12]([CH3:17])[C:11]=2[CH:10]=[C:9]([C:18](OCC)=[O:19])[CH:8]=1)[CH3:2].[NH2:28][CH2:29][CH2:30][OH:31]. Given the product [CH2:1]([C:3]1[CH:26]=[CH:25][CH:24]=[C:23]([CH3:27])[C:4]=1[CH2:5][NH:6][C:7]1[C:15]2[N:14]=[C:13]([CH3:16])[N:12]([CH3:17])[C:11]=2[CH:10]=[C:9]([C:18]([NH:28][CH2:29][CH2:30][OH:31])=[O:19])[CH:8]=1)[CH3:2], predict the reactants needed to synthesize it. (5) Given the product [CH3:1][O:2][CH2:3][CH2:4][CH2:5][CH2:6][N:7]1[C:8]2[CH:13]=[CH:12][CH:11]=[CH:10][C:9]=2[N:14]=[C:15]1[C:16]([N:18]([CH2:40][CH:41]([CH3:42])[CH3:43])[C@H:19]1[CH2:24][C@@H:23]([C:25]([N:27]2[CH2:28][CH2:29][O:30][CH2:31][CH2:32]2)=[O:26])[CH2:22][N:21]([C:33]([O:35][C:36]([CH3:39])([CH3:37])[CH3:38])=[O:34])[CH2:20]1)=[O:17], predict the reactants needed to synthesize it. The reactants are: [CH3:1][O:2][CH2:3][CH2:4][CH2:5][CH2:6][NH:7][C:8]1[CH:13]=[CH:12][CH:11]=[CH:10][C:9]=1[NH:14][C:15](=O)[C:16]([N:18]([CH2:40][CH:41]([CH3:43])[CH3:42])[C@H:19]1[CH2:24][C@@H:23]([C:25]([N:27]2[CH2:32][CH2:31][O:30][CH2:29][CH2:28]2)=[O:26])[CH2:22][N:21]([C:33]([O:35][C:36]([CH3:39])([CH3:38])[CH3:37])=[O:34])[CH2:20]1)=[O:17]. (6) Given the product [CH3:1][C:2]1[C:6]([C:7]2[CH:8]=[C:9]([I:15])[C:10]3[NH:14][C:17](=[O:18])[NH:13][C:11]=3[CH:12]=2)=[C:5]([CH3:16])[O:4][N:3]=1, predict the reactants needed to synthesize it. The reactants are: [CH3:1][C:2]1[C:6]([C:7]2[CH:12]=[C:11]([NH2:13])[C:10]([NH2:14])=[C:9]([I:15])[CH:8]=2)=[C:5]([CH3:16])[O:4][N:3]=1.[C:17](C1NC=CN=1)(C1NC=CN=1)=[O:18]. (7) Given the product [CH3:28][O:29][CH2:30][CH2:31][NH:32][C:3]([C:5]1[N:6]=[CH:7][C:8]2[C:9](=[O:27])[N:10]([CH2:16][C:17]3[CH:22]=[CH:21][C:20]([O:23][CH3:24])=[CH:19][C:18]=3[O:25][CH3:26])[CH:11]=[CH:12][C:13]=2[C:14]=1[OH:15])=[O:4], predict the reactants needed to synthesize it. The reactants are: CO[C:3]([C:5]1[N:6]=[CH:7][C:8]2[C:9](=[O:27])[N:10]([CH2:16][C:17]3[CH:22]=[CH:21][C:20]([O:23][CH3:24])=[CH:19][C:18]=3[O:25][CH3:26])[CH:11]=[CH:12][C:13]=2[C:14]=1[OH:15])=[O:4].[CH3:28][O:29][CH2:30][CH2:31][NH2:32].CC(O)=O.O.